From a dataset of Reaction yield outcomes from USPTO patents with 853,638 reactions. Predict the reaction yield, written as a fraction of the theoretical maximum amount of product (1.0 means a 100% yield; for example, 0.34 means a 34% yield). (1) The reactants are [C:1]([OH:8])(=[O:7])[CH2:2][CH2:3][CH2:4][CH:5]=[CH2:6].C(O)(C)(C)C.[CH2:14]1[CH2:19]CC(N=C=N[CH:14]2[CH2:19]CC[CH2:16][CH2:15]2)[CH2:16][CH2:15]1. The catalyst is CN(C1C=CN=CC=1)C.C(Cl)Cl. The product is [C:1]([O:8][CH2:19][CH2:14][CH2:15][CH3:16])(=[O:7])[CH2:2][CH2:3][CH2:4][CH:5]=[CH2:6]. The yield is 0.465. (2) The reactants are C([Li])CCC.C(NC(C)C)(C)C.[S:13]1[C:17]2[CH2:18][CH2:19][CH2:20][C:21](=[O:22])[C:16]=2[CH:15]=[CH:14]1.[CH3:23][O:24][C:25](C#N)=[O:26]. The catalyst is C1COCC1.O.CN(P(N(C)C)(N(C)C)=O)C. The product is [O:22]=[C:21]1[C:16]2[CH:15]=[CH:14][S:13][C:17]=2[CH2:18][CH2:19][CH:20]1[C:25]([O:24][CH3:23])=[O:26]. The yield is 0.560.